Dataset: Catalyst prediction with 721,799 reactions and 888 catalyst types from USPTO. Task: Predict which catalyst facilitates the given reaction. (1) Product: [CH3:9][O:10][C:11](=[O:24])[C:12]1[CH:17]=[CH:16][CH:15]=[C:14]([CH2:18][NH:19][C:25]([O:27][C:28]([CH3:31])([CH3:30])[CH3:29])=[O:26])[C:13]=1[C:20]([O:22][CH3:23])=[O:21]. The catalyst class is: 4. Reactant: C(N(CC)CC)C.Cl.[CH3:9][O:10][C:11](=[O:24])[C:12]1[CH:17]=[CH:16][CH:15]=[C:14]([CH2:18][NH2:19])[C:13]=1[C:20]([O:22][CH3:23])=[O:21].[C:25](O[C:25]([O:27][C:28]([CH3:31])([CH3:30])[CH3:29])=[O:26])([O:27][C:28]([CH3:31])([CH3:30])[CH3:29])=[O:26]. (2) Reactant: [CH:1]1([NH:6][NH:7][C:8]([O:10][C:11]([CH3:14])([CH3:13])[CH3:12])=[O:9])[CH2:5][CH2:4][CH2:3][CH2:2]1.CCN(C(C)C)C(C)C.[Cl:24][C:25]1[C:26](Cl)=[N:27][C:28]([Cl:31])=[N:29][CH:30]=1. Product: [CH:1]1([N:6]([C:26]2[C:25]([Cl:24])=[CH:30][N:29]=[C:28]([Cl:31])[N:27]=2)[NH:7][C:8]([O:10][C:11]([CH3:14])([CH3:13])[CH3:12])=[O:9])[CH2:2][CH2:3][CH2:4][CH2:5]1. The catalyst class is: 41. (3) Reactant: [N+:1]([C:4]1[CH:5]=[N:6][C:7]2[C:12]([C:13]=1[NH:14][CH2:15][C:16]([CH3:19])([NH2:18])[CH3:17])=[CH:11][CH:10]=[C:9]([C:20]1[CH:25]=[CH:24][CH:23]=[CH:22][CH:21]=1)[CH:8]=2)([O-:3])=[O:2].C(N(CC)CC)C.[CH:33]1([C:39](Cl)=[O:40])[CH2:38][CH2:37][CH2:36][CH2:35][CH2:34]1. Product: [CH3:17][C:16]([NH:18][CH:39]=[O:40])([CH3:19])[CH2:15][NH:14][C:13]1[C:12]2[C:7](=[CH:8][C:9]([C:20]3[CH:21]=[CH:22][CH:23]=[CH:24][CH:25]=3)=[CH:10][CH:11]=2)[N:6]=[CH:5][C:4]=1[N+:1]([O-:3])=[O:2].[CH2:33]1[CH2:38][CH2:37][CH2:36][CH2:35][CH2:34]1. The catalyst class is: 4. (4) The catalyst class is: 11. Reactant: [C:1]([O:5][CH3:6])(=[O:4])[C:2]#[CH:3].[N:7]([CH:10]([CH3:18])[C:11]([O:13]C(C)(C)C)=[O:12])=[N+:8]=[N-:9]. Product: [CH3:6][O:5][C:1]([C:2]1[N:9]=[N:8][N:7]([CH:10]([CH3:18])[C:11]([OH:13])=[O:12])[CH:3]=1)=[O:4]. (5) Reactant: Cl[C:2]1[N:7]=[C:6]([C:8]2[N:12]3[CH:13]=[CH:14][CH:15]=[CH:16][C:11]3=[N:10][C:9]=2[C:17]2[CH:18]=[CH:19][C:20]([O:34][CH3:35])=[C:21]([CH:33]=2)[C:22]([NH:24][C:25]2[C:30]([F:31])=[CH:29][CH:28]=[CH:27][C:26]=2[F:32])=[O:23])[CH:5]=[CH:4][N:3]=1.[CH3:36][O:37][C:38]1[CH:44]=[C:43]([N:45]2[CH2:50][CH2:49][N:48]([CH2:51][CH2:52][O:53][CH3:54])[CH2:47][CH2:46]2)[CH:42]=[CH:41][C:39]=1[NH2:40].C1(C)C=CC(S(O)(=O)=O)=CC=1.C(O)C(F)(F)F.N. Product: [F:32][C:26]1[CH:27]=[CH:28][CH:29]=[C:30]([F:31])[C:25]=1[NH:24][C:22](=[O:23])[C:21]1[CH:33]=[C:17]([C:9]2[N:10]=[C:11]3[CH:16]=[CH:15][CH:14]=[CH:13][N:12]3[C:8]=2[C:6]2[CH:5]=[CH:4][N:3]=[C:2]([NH:40][C:39]3[CH:41]=[CH:42][C:43]([N:45]4[CH2:50][CH2:49][N:48]([CH2:51][CH2:52][O:53][CH3:54])[CH2:47][CH2:46]4)=[CH:44][C:38]=3[O:37][CH3:36])[N:7]=2)[CH:18]=[CH:19][C:20]=1[O:34][CH3:35]. The catalyst class is: 100. (6) Reactant: [Br:1][C:2]1[CH:7]=[CH:6][CH:5]=[CH:4][C:3]=1[OH:8].[CH:9](C1CCN1O)([C:16]1[CH:21]=[CH:20][CH:19]=[CH:18][CH:17]=1)[C:10]1[CH:15]=[CH:14][CH:13]=[CH:12][CH:11]=1.[C:27]1(P(C2C=CC=CC=2)C2C=CC=CC=2)[CH:32]=CC=C[CH:28]=1.[N:46](C(OC(C)C)=O)=NC(OC(C)C)=O. Product: [CH:9]([N:46]1[CH2:32][CH:27]([O:8][C:3]2[CH:4]=[CH:5][CH:6]=[CH:7][C:2]=2[Br:1])[CH2:28]1)([C:10]1[CH:11]=[CH:12][CH:13]=[CH:14][CH:15]=1)[C:16]1[CH:17]=[CH:18][CH:19]=[CH:20][CH:21]=1. The catalyst class is: 165.